Predict the product of the given reaction. From a dataset of Forward reaction prediction with 1.9M reactions from USPTO patents (1976-2016). Given the reactants [CH3:1][O:2][C:3]([C@@H:5]1[CH2:9][C@@H:8]([OH:10])[CH2:7][N:6]1[C:11]([O:13][C:14]([CH3:17])([CH3:16])[CH3:15])=[O:12])=[O:4].[Cl:18][C:19]1[CH:24]=[CH:23][C:22](O)=[CH:21][CH:20]=1.C1(P(C2C=CC=CC=2)C2C=CC=CC=2)C=CC=CC=1.CC(OC(/N=N/C(OC(C)C)=O)=O)C, predict the reaction product. The product is: [CH3:1][O:2][C:3]([C@@H:5]1[CH2:9][C@H:8]([O:10][C:22]2[CH:23]=[CH:24][C:19]([Cl:18])=[CH:20][CH:21]=2)[CH2:7][N:6]1[C:11]([O:13][C:14]([CH3:17])([CH3:16])[CH3:15])=[O:12])=[O:4].